From a dataset of Peptide-MHC class II binding affinity with 134,281 pairs from IEDB. Regression. Given a peptide amino acid sequence and an MHC pseudo amino acid sequence, predict their binding affinity value. This is MHC class II binding data. (1) The peptide sequence is KRWIILGLNKIVRMYSPTSI. The MHC is HLA-DQA10501-DQB10301 with pseudo-sequence HLA-DQA10501-DQB10301. The binding affinity (normalized) is 0.213. (2) The peptide sequence is SGSEAYQGVQQKWDA. The MHC is DRB3_0101 with pseudo-sequence DRB3_0101. The binding affinity (normalized) is 0.166.